This data is from Forward reaction prediction with 1.9M reactions from USPTO patents (1976-2016). The task is: Predict the product of the given reaction. (1) Given the reactants I[C:2]1[CH:7]=[CH:6][CH:5]=[CH:4][C:3]=1I.[CH3:9][Si:10]([CH3:21])([CH3:20])[C:11]1[CH:12]=[C:13](B(O)O)[CH:14]=[CH:15][CH:16]=1.[OH-].[Na+].COCCO[CH2:29][CH2:30]OC, predict the reaction product. The product is: [CH3:9][Si:10]([CH3:20])([CH3:11])[C:3]1[CH:4]=[C:5]([C:12]2[C:13]([C:13]3[CH:14]=[CH:15][CH:16]=[C:11]([Si:10]([CH3:21])([CH3:20])[CH3:9])[CH:12]=3)=[CH:14][CH:15]=[CH:29][CH:30]=2)[CH:6]=[CH:7][CH:2]=1. (2) The product is: [CH2:1]([O:8][C:9]1[C:18]2[C:13](=[CH:14][CH:15]=[C:16]([CH3:19])[CH:17]=2)[N+:12]([O-:30])=[C:11]([CH3:20])[C:10]=1[CH3:21])[C:2]1[CH:7]=[CH:6][CH:5]=[CH:4][CH:3]=1. Given the reactants [CH2:1]([O:8][C:9]1[C:18]2[C:13](=[CH:14][CH:15]=[C:16]([CH3:19])[CH:17]=2)[N:12]=[C:11]([CH3:20])[C:10]=1[CH3:21])[C:2]1[CH:7]=[CH:6][CH:5]=[CH:4][CH:3]=1.ClC1C=CC=C(C(OO)=[O:30])C=1.[OH-].[Na+].O, predict the reaction product. (3) Given the reactants [NH2:1][C@H:2]1[CH2:7][CH2:6][N:5]([C:8]2[O:9][C:10]([CH2:20][CH3:21])=[C:11]([C:13]([O:15][CH2:16][CH2:17][CH2:18][CH3:19])=[O:14])[N:12]=2)[CH2:4][C@H:3]1[O:22][CH3:23].[Cl:24][C:25]1[N:26]=[C:27]([C:32](O)=[O:33])[NH:28][C:29]=1[CH2:30][CH3:31].CCN=C=NCCCN(C)C.Cl.C1C=CC2N(O)N=NC=2C=1, predict the reaction product. The product is: [Cl:24][C:25]1[N:26]=[C:27]([C:32]([NH:1][C@H:2]2[CH2:7][CH2:6][N:5]([C:8]3[O:9][C:10]([CH2:20][CH3:21])=[C:11]([C:13]([O:15][CH2:16][CH2:17][CH2:18][CH3:19])=[O:14])[N:12]=3)[CH2:4][C@H:3]2[O:22][CH3:23])=[O:33])[NH:28][C:29]=1[CH2:30][CH3:31]. (4) Given the reactants [NH2:1][C@@H:2]([CH2:13][CH:14]1[CH2:19][CH2:18][CH2:17][CH2:16][CH2:15]1)[CH2:3][N:4]([CH3:12])[C:5](=[O:11])[O:6][C:7]([CH3:10])([CH3:9])[CH3:8].CCN(C(C)C)C(C)C.C1N=CN([C:34]([N:36]2[CH:40]=N[CH:38]=[CH:37]2)=[O:35])C=1.[Cl:41][C:42]1[CH:43]=[C:44]([C@@H:48]([C@@H:57]2CCCN[CH2:58]2)[O:49][CH2:50][CH2:51][CH2:52][C:53]([O:55][CH3:56])=[O:54])[CH:45]=[CH:46][CH:47]=1, predict the reaction product. The product is: [C:7]([O:6][C:5]([N:4]([CH3:12])[CH2:3][C@@H:2]([NH:1][C:34]([N:36]1[CH2:37][CH2:38][CH2:58][C@@H:57]([C@H:48]([C:44]2[CH:45]=[CH:46][CH:47]=[C:42]([Cl:41])[CH:43]=2)[O:49][CH2:50][CH2:51][CH2:52][C:53]([O:55][CH3:56])=[O:54])[CH2:40]1)=[O:35])[CH2:13][CH:14]1[CH2:15][CH2:16][CH2:17][CH2:18][CH2:19]1)=[O:11])([CH3:9])([CH3:10])[CH3:8]. (5) Given the reactants [NH2:1][C:2]1[CH:3]=[CH:4][CH:5]=[C:6]2[C:10]=1[C:9](=[O:11])[N:8]([CH:12]([C:15]1[CH:20]=[CH:19][C:18]([O:21][CH3:22])=[C:17]([O:23][CH2:24][CH3:25])[CH:16]=1)[CH2:13][CH3:14])[CH2:7]2.[CH:26]1([C:29](Cl)=[O:30])[CH2:28][CH2:27]1, predict the reaction product. The product is: [CH2:24]([O:23][C:17]1[CH:16]=[C:15]([CH:12]([N:8]2[C:9](=[O:11])[C:10]3[C:6](=[CH:5][CH:4]=[CH:3][C:2]=3[NH:1][C:29]([CH:26]3[CH2:28][CH2:27]3)=[O:30])[CH2:7]2)[CH2:13][CH3:14])[CH:20]=[CH:19][C:18]=1[O:21][CH3:22])[CH3:25]. (6) Given the reactants C(OC([N:8]1[CH2:12][CH2:11][C@@H:10]([NH:13][C:14]2[C:15]3[S:29][CH:28]=[CH:27][C:16]=3[N:17]=[C:18]([C:20]3[CH:25]=[CH:24][N:23]=[C:22](Cl)[CH:21]=3)[N:19]=2)[CH2:9]1)=O)(C)(C)C.[NH2:30][C:31]1[CH:36]=[CH:35][CH:34]=[CH:33][CH:32]=1.CC1(C)C2C(=C(P(C3C=CC=CC=3)C3C=CC=CC=3)C=CC=2)OC2C(P(C3C=CC=CC=3)C3C=CC=CC=3)=CC=CC1=2.CC([O-])(C)C.[Na+].C(O)(C(F)(F)F)=O, predict the reaction product. The product is: [C:31]1([NH:30][C:22]2[CH:21]=[C:20]([C:18]3[N:19]=[C:14]([NH:13][C@@H:10]4[CH2:11][CH2:12][NH:8][CH2:9]4)[C:15]4[S:29][CH:28]=[CH:27][C:16]=4[N:17]=3)[CH:25]=[CH:24][N:23]=2)[CH:36]=[CH:35][CH:34]=[CH:33][CH:32]=1. (7) Given the reactants [Cl:1][C:2]1[CH:3]=[CH:4][CH:5]=[C:6]2[C:11]=1[C:10]([CH:12]=[O:13])=[N:9][C:8]([C@@H:14]([NH:16][C:17](=[O:33])[O:18][CH2:19][CH:20]1[C:32]3[CH:31]=[CH:30][CH:29]=[CH:28][C:27]=3[C:26]3[C:21]1=[CH:22][CH:23]=[CH:24][CH:25]=3)[CH3:15])=[CH:7]2.[OH:34]OS([O-])=O.[K+].O, predict the reaction product. The product is: [CH:22]1[C:21]2[CH:20]([CH2:19][O:18][C:17]([NH:16][C@H:14]([C:8]3[N:9]=[C:10]([C:12]([OH:34])=[O:13])[C:11]4[C:6]([CH:7]=3)=[CH:5][CH:4]=[CH:3][C:2]=4[Cl:1])[CH3:15])=[O:33])[C:32]3[C:27](=[CH:28][CH:29]=[CH:30][CH:31]=3)[C:26]=2[CH:25]=[CH:24][CH:23]=1. (8) Given the reactants I([O-])(=O)(=O)=O.[Na+].[CH2:7]([O:9][C:10]([C:12]1[CH:17]=[C:16]([CH2:18][O:19][CH2:20][C:21]([F:24])([F:23])[F:22])[N:15]=[C:14]([NH:25][C:26]2[CH:31]=[CH:30][C:29]([N:32]3[CH:36]=[C:35]([CH3:37])[N:34]=[CH:33]3)=[C:28]([O:38][CH3:39])[CH:27]=2)[N:13]=1)=C)[CH3:8].[Mn]([O-])(=O)(=O)=[O:41], predict the reaction product. The product is: [CH3:39][O:38][C:28]1[CH:27]=[C:26]([NH:25][C:14]2[N:13]=[C:12]([C:10]([O:9][CH2:7][CH3:8])=[O:41])[CH:17]=[C:16]([CH2:18][O:19][CH2:20][C:21]([F:23])([F:24])[F:22])[N:15]=2)[CH:31]=[CH:30][C:29]=1[N:32]1[CH:36]=[C:35]([CH3:37])[N:34]=[CH:33]1. (9) Given the reactants [F:1][C:2]1[CH:22]=[CH:21][C:5]([O:6][C:7]2[CH:12]=[CH:11][C:10]([NH:13][C:14]3[C:15]([NH2:20])=[CH:16][CH:17]=[CH:18][CH:19]=3)=[CH:9][CH:8]=2)=[CH:4][CH:3]=1.OS([O-])=O.[Na+].O.[CH3:29][CH2:30][OH:31], predict the reaction product. The product is: [F:1][C:2]1[CH:22]=[CH:21][C:5]([O:6][C:7]2[CH:8]=[CH:9][C:10]([N:13]3[C:14]4[CH:19]=[CH:18][CH:17]=[CH:16][C:15]=4[N:20]=[C:22]3[CH:2]3[CH2:3][CH2:4][O:31][CH2:30][CH2:29]3)=[CH:11][CH:12]=2)=[CH:4][CH:3]=1.